This data is from Forward reaction prediction with 1.9M reactions from USPTO patents (1976-2016). The task is: Predict the product of the given reaction. (1) The product is: [F:10][C:9]1[C:2]([N:14]2[CH2:15][CH2:16][CH:12]([F:11])[CH2:13]2)=[C:3]([CH:6]=[CH:7][CH:8]=1)[CH:4]=[O:5]. Given the reactants F[C:2]1[C:9]([F:10])=[CH:8][CH:7]=[CH:6][C:3]=1[CH:4]=[O:5].[F:11][C@H:12]1[CH2:16][CH2:15][NH:14][CH2:13]1.C([O-])([O-])=O.[K+].[K+], predict the reaction product. (2) Given the reactants [Cl:1][C:2]1[N:3]=[N:4][C:5](Cl)=[CH:6][CH:7]=1.[C:9]([N:16]1[CH2:21][CH2:20][NH:19][CH2:18][C@H:17]1[CH3:22])([O:11][C:12]([CH3:15])([CH3:14])[CH3:13])=[O:10].C(N(CC)C(C)C)(C)C, predict the reaction product. The product is: [Cl:1][C:2]1[N:3]=[N:4][C:5]([N:19]2[CH2:20][CH2:21][N:16]([C:9]([O:11][C:12]([CH3:15])([CH3:14])[CH3:13])=[O:10])[C@H:17]([CH3:22])[CH2:18]2)=[CH:6][CH:7]=1. (3) The product is: [CH2:18]([O:1][C:2]1[C:7]([CH2:8][CH:9]=[C:10]([CH3:12])[CH3:11])=[C:6]([O:13][CH3:14])[CH:5]=[CH:4][C:3]=1[C:15](=[O:17])[CH3:16])[C:19]1[CH:24]=[CH:23][CH:22]=[CH:21][CH:20]=1. Given the reactants [OH:1][C:2]1[C:7]([CH2:8][CH:9]=[C:10]([CH3:12])[CH3:11])=[C:6]([O:13][CH3:14])[CH:5]=[CH:4][C:3]=1[C:15](=[O:17])[CH3:16].[CH2:18](Br)[C:19]1[CH:24]=[CH:23][CH:22]=[CH:21][CH:20]=1.C(=O)([O-])[O-].[K+].[K+], predict the reaction product. (4) The product is: [CH2:1]([O:8][CH2:9][CH2:10][N:11]1[C:17](=[O:18])[C@@H:16]([NH:19][C:20](=[O:27])[C@@:21]([F:26])([CH3:25])[C:22]([NH:39][CH2:38][C:37]([F:44])([F:36])[C:40]([F:43])([F:42])[F:41])=[O:24])[C:15]2[CH:28]=[CH:29][CH:30]=[CH:31][C:14]=2[C:13]2[CH:32]=[CH:33][CH:34]=[CH:35][C:12]1=2)[C:2]1[CH:3]=[CH:4][CH:5]=[CH:6][CH:7]=1. Given the reactants [CH2:1]([O:8][CH2:9][CH2:10][N:11]1[C:17](=[O:18])[C@@H:16]([NH:19][C:20](=[O:27])[C@@:21]([F:26])([CH3:25])[C:22]([OH:24])=O)[C:15]2[CH:28]=[CH:29][CH:30]=[CH:31][C:14]=2[C:13]2[CH:32]=[CH:33][CH:34]=[CH:35][C:12]1=2)[C:2]1[CH:7]=[CH:6][CH:5]=[CH:4][CH:3]=1.[F:36][C:37]([F:44])([C:40]([F:43])([F:42])[F:41])[CH2:38][NH2:39], predict the reaction product. (5) Given the reactants [CH3:1][O:2][C:3]1[C:8]2[C:9]([C:12]3[CH:17]=[CH:16][C:15]([S:18]([NH2:21])(=[O:20])=[O:19])=[CH:14][CH:13]=3)=[N:10][NH:11][C:7]=2[CH:6]=[CH:5][N:4]=1.[H-].[Na+].CC1C=CC(S(O[CH:35]2[CH2:44][CH2:43][C:38]3([O:42][CH2:41][CH2:40][O:39]3)[CH2:37][CH2:36]2)(=O)=O)=CC=1, predict the reaction product. The product is: [O:39]1[C:38]2([CH2:43][CH2:44][CH:35]([N:11]3[C:7]4[CH:6]=[CH:5][N:4]=[C:3]([O:2][CH3:1])[C:8]=4[C:9]([C:12]4[CH:13]=[CH:14][C:15]([S:18]([NH2:21])(=[O:20])=[O:19])=[CH:16][CH:17]=4)=[N:10]3)[CH2:36][CH2:37]2)[O:42][CH2:41][CH2:40]1. (6) Given the reactants Cl.[NH2:2][CH2:3][C:4]([C:6]1[CH:11]=[C:10]([O:12][CH3:13])[CH:9]=[C:8]([O:14][CH3:15])[CH:7]=1)=[O:5].[CH:16]1([C:22]([CH3:27])([CH3:26])[C:23](Cl)=[O:24])[CH2:21][CH2:20][CH2:19][CH2:18][CH2:17]1.C(N(CC)CC)C.O, predict the reaction product. The product is: [CH:16]1([C:22]([CH3:27])([CH3:26])[C:23]([NH:2][CH2:3][C:4]([C:6]2[CH:7]=[C:8]([O:14][CH3:15])[CH:9]=[C:10]([O:12][CH3:13])[CH:11]=2)=[O:5])=[O:24])[CH2:21][CH2:20][CH2:19][CH2:18][CH2:17]1. (7) Given the reactants Br[C:2]1[CH:3]=[C:4]([C:14]([NH:16][CH2:17][C:18]2[C:19](=[O:26])[NH:20][C:21]([CH3:25])=[CH:22][C:23]=2[CH3:24])=[O:15])[C:5]2[CH:6]=[N:7][N:8]([CH:11]([CH3:13])[CH3:12])[C:9]=2[CH:10]=1.[CH3:27][C:28]1[CH:33]=[CH:32][CH:31]=[CH:30][C:29]=1B(O)O.C(=O)(O)[O-].[Na+].C(Cl)Cl.CO, predict the reaction product. The product is: [CH3:24][C:23]1[CH:22]=[C:21]([CH3:25])[NH:20][C:19](=[O:26])[C:18]=1[CH2:17][NH:16][C:14]([C:4]1[C:5]2[CH:6]=[N:7][N:8]([CH:11]([CH3:13])[CH3:12])[C:9]=2[CH:10]=[C:2]([C:29]2[CH:30]=[CH:31][CH:32]=[CH:33][C:28]=2[CH3:27])[CH:3]=1)=[O:15].